The task is: Predict the product of the given reaction.. This data is from Forward reaction prediction with 1.9M reactions from USPTO patents (1976-2016). (1) Given the reactants [OH2:1].C1(C)C=CC(S(O)(=O)=[O:9])=CC=1.CC1C=CC(S(O)(=O)=O)=CC=1.[O:24]=[C:25]1[O:31][C@H:30]([C@H:32]([CH2:34][OH:35])[OH:33])[C:28]([OH:29])=[C:26]1[OH:27], predict the reaction product. The product is: [O:1]=[C:34]([OH:35])[C@@H:32]([C@H:30]([C@H:28]([C@@H:26]([C:25]([OH:31])=[O:24])[OH:27])[OH:29])[OH:9])[OH:33]. (2) Given the reactants [CH3:1][C:2]1[NH:3][CH:4]=[C:5]([CH3:7])[N:6]=1.[C:8](Cl)(=[O:10])[CH3:9], predict the reaction product. The product is: [CH3:1][C:2]1[N:3]([C:8](=[O:10])[CH3:9])[CH:4]=[C:5]([CH3:7])[N:6]=1. (3) Given the reactants I[C:2]1[CH:3]=[C:4]2[N:10]=[CH:9][N:8]([CH2:11][C:12]3[CH:17]=[CH:16][C:15]([O:18][CH:19]([C:21]4[CH:22]=[N:23][C:24]([O:27][CH3:28])=[CH:25][CH:26]=4)[CH3:20])=[C:14]([O:29][CH3:30])[CH:13]=3)[C:5]2=[N:6][CH:7]=1.[O-:31]P([O-])([O-])=O.[K+].[K+].[K+].[CH3:39][N:40]1[CH:44]=[C:43](B2OC(C)(C)C(C)(C)O2)[CH:42]=[N:41]1.C1(P(C2CCCCC2)C2CCCCC2)CCCCC1, predict the reaction product. The product is: [CH:30]([OH:29])=[O:31].[CH3:30][O:29][C:14]1[CH:13]=[C:12]([CH:17]=[CH:16][C:15]=1[O:18][CH:19]([C:21]1[CH:22]=[N:23][C:24]([O:27][CH3:28])=[CH:25][CH:26]=1)[CH3:20])[CH2:11][N:8]1[C:5]2=[N:6][CH:7]=[C:2]([C:43]3[CH:42]=[N:41][N:40]([CH3:39])[CH:44]=3)[CH:3]=[C:4]2[N:10]=[CH:9]1. (4) The product is: [Cl:18][C:12]1[CH:13]=[C:14]([Cl:17])[CH:15]=[CH:16][C:11]=1[C:4]1[N:3]=[C:2]([NH:29][CH2:28][CH2:27][NH:26][C:19](=[O:20])[O:21][C:22]([CH3:24])([CH3:23])[CH3:25])[N:7]2[CH:8]=[CH:9][N:10]=[C:6]2[CH:5]=1. Given the reactants Cl[C:2]1[N:7]2[CH:8]=[CH:9][N:10]=[C:6]2[CH:5]=[C:4]([C:11]2[CH:16]=[CH:15][C:14]([Cl:17])=[CH:13][C:12]=2[Cl:18])[N:3]=1.[C:19]([NH:26][CH2:27][CH2:28][NH2:29])([O:21][C:22]([CH3:25])([CH3:24])[CH3:23])=[O:20].C(N(C(C)C)CC)(C)C.C(OCC)(=O)C, predict the reaction product. (5) Given the reactants [CH3:1][C@@H:2]1[C:16](=[O:17])[NH:15][C:14]2[CH:18]=[CH:19][CH:20]=[CH:21][C:13]=2[CH:12]=[CH:11][CH2:10][CH2:9][C@H:8]([CH3:22])[C:7](=[O:23])[NH:6][CH2:5][C:4](=[O:24])[NH:3]1, predict the reaction product. The product is: [CH3:1][C@@H:2]1[C:16](=[O:17])[NH:15][C:14]2[CH:18]=[CH:19][CH:20]=[CH:21][C:13]=2[CH2:12][CH2:11][CH2:10][CH2:9][C@H:8]([CH3:22])[C:7](=[O:23])[NH:6][CH2:5][C:4](=[O:24])[NH:3]1. (6) Given the reactants [C:1]([S:5][CH2:6][C:7]1[CH:8]=[C:9]([NH:22][C:23](=[O:28])[C:24]([CH3:27])([CH3:26])[CH3:25])[CH:10]=[CH:11][C:12]=1[CH2:13][N:14]1[CH:18]=[C:17]([CH2:19][C:20]#N)[CH:16]=[N:15]1)([CH3:4])([CH3:3])[CH3:2].S(=O)(=O)(O)[OH:30].[C:34](Cl)(=[O:36])[CH3:35], predict the reaction product. The product is: [CH2:34]([O:36][C:20](=[O:30])[CH2:19][C:17]1[CH:16]=[N:15][N:14]([CH2:13][C:12]2[CH:11]=[CH:10][C:9]([NH:22][C:23](=[O:28])[C:24]([CH3:27])([CH3:26])[CH3:25])=[CH:8][C:7]=2[CH2:6][S:5][C:1]([CH3:2])([CH3:3])[CH3:4])[CH:18]=1)[CH3:35]. (7) Given the reactants Cl[C:2]1[CH:7]=[CH:6][CH:5]=[C:4]([N:8]2[C:12]([CH3:13])=[CH:11][CH:10]=[C:9]2[CH3:14])[N:3]=1.[CH2:15]([Mg]Cl)[CH:16]([CH3:18])[CH3:17], predict the reaction product. The product is: [CH3:14][C:9]1[N:8]([C:4]2[CH:5]=[CH:6][CH:7]=[C:2]([CH2:15][CH:16]([CH3:18])[CH3:17])[N:3]=2)[C:12]([CH3:13])=[CH:11][CH:10]=1.